Binary Classification. Given a drug SMILES string, predict its activity (active/inactive) in a high-throughput screening assay against a specified biological target. From a dataset of KCNQ2 potassium channel screen with 302,405 compounds. (1) The compound is S(=O)(=O)(N1CCN(CC1)CC(=O)NC1CC1)c1ccc(F)cc1. The result is 0 (inactive). (2) The molecule is S(=O)(=O)(N1CCN(CC1)c1c(F)cccc1)c1ccc(cc1)C(=O)C. The result is 0 (inactive).